From a dataset of Full USPTO retrosynthesis dataset with 1.9M reactions from patents (1976-2016). Predict the reactants needed to synthesize the given product. (1) Given the product [CH3:1][O:2][C:3]1[CH:36]=[C:35]([O:37][CH3:38])[CH:34]=[CH:33][C:4]=1[CH2:5][N:6]1[C:14](=[O:15])[N:13]([CH2:46][CH2:47][N:48]2[CH2:53][CH2:52][O:51][CH2:50][CH2:49]2)[C:12]2[C:7]1=[N:8][C:9]([C:16]1[C:24]3[C:19](=[N:20][CH:21]=[CH:22][CH:23]=3)[N:18]([CH2:25][C:26]3[CH:31]=[CH:30][CH:29]=[CH:28][C:27]=3[F:32])[N:17]=1)=[N:10][CH:11]=2, predict the reactants needed to synthesize it. The reactants are: [CH3:1][O:2][C:3]1[CH:36]=[C:35]([O:37][CH3:38])[CH:34]=[CH:33][C:4]=1[CH2:5][N:6]1[C:14](=[O:15])[NH:13][C:12]2[C:7]1=[N:8][C:9]([C:16]1[C:24]3[C:19](=[N:20][CH:21]=[CH:22][CH:23]=3)[N:18]([CH2:25][C:26]3[CH:31]=[CH:30][CH:29]=[CH:28][C:27]=3[F:32])[N:17]=1)=[N:10][CH:11]=2.C(=O)([O-])[O-].[Cs+].[Cs+].I[CH2:46][CH2:47][N:48]1[CH2:53][CH2:52][O:51][CH2:50][CH2:49]1.O. (2) Given the product [Br:20][C:21]1[CH:28]=[CH:27][C:24]([CH2:25][N:3]2[CH2:8][CH2:7][CH:6](/[CH:9]=[C:10]3/[C:11]([NH:16][CH2:17][C:18]#[CH:19])=[N:12][C:13](=[O:15])[S:14]/3)[CH2:5][CH2:4]2)=[C:23]([C:29]([F:30])([F:31])[F:32])[CH:22]=1, predict the reactants needed to synthesize it. The reactants are: Cl.Cl.[NH:3]1[CH2:8][CH2:7][CH:6](/[CH:9]=[C:10]2/[C:11]([NH:16][CH2:17][C:18]#[CH:19])=[N:12][C:13](=[O:15])[S:14]/2)[CH2:5][CH2:4]1.[Br:20][C:21]1[CH:28]=[CH:27][C:24]([CH:25]=O)=[C:23]([C:29]([F:32])([F:31])[F:30])[CH:22]=1.C(N(CC)CC)C.C(O[BH-](OC(=O)C)OC(=O)C)(=O)C.[Na+]. (3) Given the product [CH3:3][CH:2]([CH2:4][CH2:5][CH2:6][C@H:7]([C@@H:9]1[C@:26]2([CH3:27])[C@H:12]([C@H:13]3[C@H:23]([CH2:24][CH2:25]2)[C@:21]2([CH3:22])[C:16]([CH2:17][C@@H:18]([O:28][CH2:29][C:30]([OH:32])=[O:31])[CH2:19][CH2:20]2)=[CH:15][CH2:14]3)[CH2:11][CH2:10]1)[CH3:8])[CH3:1], predict the reactants needed to synthesize it. The reactants are: [CH3:1][CH:2]([CH2:4][CH2:5][CH2:6][C@H:7]([C@@H:9]1[C@:26]2([CH3:27])[C@H:12]([C@H:13]3[C@H:23]([CH2:24][CH2:25]2)[C@:21]2([CH3:22])[C:16]([CH2:17][C@@H:18]([O:28][CH2:29][C:30]([O:32]C(C)(C)C)=[O:31])[CH2:19][CH2:20]2)=[CH:15][CH2:14]3)[CH2:11][CH2:10]1)[CH3:8])[CH3:3].C(OCC)C.